This data is from Full USPTO retrosynthesis dataset with 1.9M reactions from patents (1976-2016). The task is: Predict the reactants needed to synthesize the given product. Given the product [Cl:1][C:2]1[S:6][C:5]([C:7]2[CH:11]=[CH:10][N:9]([CH2:19][CH:20]([CH3:22])[CH3:21])[N:8]=2)=[CH:4][CH:3]=1, predict the reactants needed to synthesize it. The reactants are: [Cl:1][C:2]1[S:6][C:5]([C:7]2[CH:11]=[CH:10][NH:9][N:8]=2)=[CH:4][CH:3]=1.C(=O)([O-])[O-].[Cs+].[Cs+].Br[CH2:19][CH:20]([CH3:22])[CH3:21].